From a dataset of Full USPTO retrosynthesis dataset with 1.9M reactions from patents (1976-2016). Predict the reactants needed to synthesize the given product. (1) Given the product [F:8][C:6]1[CH:5]=[CH:4][C:3]([N+:9]([O-:11])=[O:10])=[C:2]([NH:30][C:27]2[CH:26]=[C:25]([O:21][CH:22]([CH3:24])[CH3:23])[NH:29][N:28]=2)[CH:7]=1, predict the reactants needed to synthesize it. The reactants are: F[C:2]1[CH:7]=[C:6]([F:8])[CH:5]=[CH:4][C:3]=1[N+:9]([O-:11])=[O:10].CCN(C(C)C)C(C)C.[O:21]([C:25]1[NH:29][N:28]=[C:27]([NH2:30])[CH:26]=1)[CH:22]([CH3:24])[CH3:23]. (2) Given the product [CH:16]1([CH2:22][CH2:23][N:10]2[CH:9]=[N:8][C:7]3[C:11]2=[N:12][C:13]([NH2:15])=[N:14][C:6]=3[C:2]2[O:1][CH:5]=[CH:4][CH:3]=2)[CH2:21][CH2:20][CH2:19][CH2:18][CH2:17]1, predict the reactants needed to synthesize it. The reactants are: [O:1]1[CH:5]=[CH:4][CH:3]=[C:2]1[C:6]1[NH:14][C:13]([NH2:15])=[N:12][C:11]2[C:7]=1[N:8]=[CH:9][N:10]=2.[CH:16]1([CH2:22][CH2:23]O)[CH2:21][CH2:20][CH2:19][CH2:18][CH2:17]1.N(C(OC(C)(C)C)=O)=NC(OC(C)(C)C)=O. (3) Given the product [Cl:1][C:2]1[CH:13]=[C:12]([OH:14])[C:5]2[CH:6]=[C:7]([C:9](=[O:11])[CH3:10])[O:8][C:4]=2[CH:3]=1, predict the reactants needed to synthesize it. The reactants are: [Cl:1][C:2]1[CH:13]=[C:12]([O:14]C)[C:5]2[CH:6]=[C:7]([C:9](=[O:11])[CH3:10])[O:8][C:4]=2[CH:3]=1.ClC1C=CC=CC=1.[Cl-].[Al+3].[Cl-].[Cl-]. (4) Given the product [Br:1][C-:2]1[CH:6]=[CH:5][CH:4]=[CH:3]1.[CH3:28][Si:27]([CH3:30])([CH3:29])[C-:7]1[CH:11]=[CH:10][CH:9]=[CH:8]1.[Fe+2:13], predict the reactants needed to synthesize it. The reactants are: [Br:1][C-:2]1[CH:6]=[CH:5][CH:4]=[CH:3]1.[C-:7]1(Br)[CH:11]=[CH:10][CH:9]=[CH:8]1.[Fe+2:13].C(=O)=O.CC(C)=O.C([Li])CCC.Cl[Si:27]([CH3:30])([CH3:29])[CH3:28]. (5) Given the product [ClH:27].[C:1]([C:5]1[O:6][CH:7]=[C:8](/[CH:10]=[CH:11]/[C:12]2[C:13]([OH:23])=[N:14][N:15]([C:17]3[CH:22]=[CH:21][CH:20]=[CH:19][CH:18]=3)[CH:16]=2)[N:9]=1)([CH3:4])([CH3:2])[CH3:3], predict the reactants needed to synthesize it. The reactants are: [C:1]([C:5]1[O:6][CH:7]=[C:8](/[CH:10]=[CH:11]/[C:12]2[C:13]([O:23]COC)=[N:14][N:15]([C:17]3[CH:22]=[CH:21][CH:20]=[CH:19][CH:18]=3)[CH:16]=2)[N:9]=1)([CH3:4])([CH3:3])[CH3:2].[ClH:27]. (6) Given the product [CH3:34][O:35][C:36]([C:38]1[CH:47]=[C:46]([OH:48])[C:45]2[C:40](=[CH:41][C:42]([NH:56][C:57](=[O:59])[CH3:58])=[CH:43][CH:44]=2)[N:39]=1)=[O:37], predict the reactants needed to synthesize it. The reactants are: COC(C1C=C(NS(C2C=CC(C)=CC=2)(=O)=O)C2C(=C(OCC3C=CC=CC=3)C=CC=2)N=1)=O.[CH3:34][O:35][C:36]([C:38]1[CH:47]=[C:46]([O:48]CC2C=CC=CC=2)[C:45]2[C:40](=[CH:41][C:42]([NH:56][C:57](=[O:59])[CH3:58])=[CH:43][CH:44]=2)[N:39]=1)=[O:37]. (7) Given the product [CH2:1]([C@@:4]1([C:20]2[CH:25]=[CH:24][C:23]([F:26])=[CH:22][CH:21]=2)[O:9][C:8](=[O:10])[N:7]([C@H:11]([C:13]2[CH:18]=[CH:17][C:16]([C:8]([O:9][CH3:4])=[O:10])=[CH:15][CH:14]=2)[CH3:12])[CH2:6][CH2:5]1)[CH:2]=[CH2:3], predict the reactants needed to synthesize it. The reactants are: [CH2:1]([C@@:4]1([C:20]2[CH:25]=[CH:24][C:23]([F:26])=[CH:22][CH:21]=2)[O:9][C:8](=[O:10])[N:7]([C@H:11]([C:13]2[CH:18]=[CH:17][C:16](Br)=[CH:15][CH:14]=2)[CH3:12])[CH2:6][CH2:5]1)[CH:2]=[CH2:3].C(N(CC)CC)C.C1(P(C2C=CC=CC=2)CCCP(C2C=CC=CC=2)C2C=CC=CC=2)C=CC=CC=1. (8) Given the product [C:1]([O:5][C:6]([N:8]1[CH2:13][CH2:12][CH2:11][CH2:10][CH:9]1[CH:14]=[O:15])=[O:7])([CH3:4])([CH3:3])[CH3:2], predict the reactants needed to synthesize it. The reactants are: [C:1]([O:5][C:6]([N:8]1[CH2:13][CH2:12][CH2:11][CH2:10][CH:9]1[CH2:14][OH:15])=[O:7])([CH3:4])([CH3:3])[CH3:2].CN1CCOCC1. (9) Given the product [OH-:42].[NH4+:5].[Cl:36][C:37]1[CH:45]=[CH:44][C:40]([C:41]([N:22]2[CH2:21][CH2:20][C:19]([CH2:18][CH2:17][N:16]3[C@H:11]4[CH2:12][CH2:13][C@@H:14]3[CH2:15][CH:9]([N:8]3[C:7]5[CH:32]=[CH:33][CH:34]=[CH:35][C:6]=5[N:5]=[C:4]3[CH3:3])[CH2:10]4)([C:25]3[CH:30]=[CH:29][CH:28]=[CH:27][C:26]=3[CH3:31])[CH2:24][CH2:23]2)=[O:43])=[CH:39][C:38]=1[S:46]([NH2:47])(=[O:49])=[O:48], predict the reactants needed to synthesize it. The reactants are: Cl.Cl.[CH3:3][C:4]1[N:8]([CH:9]2[CH2:15][CH:14]3[N:16]([CH2:17][CH2:18][C:19]4([C:25]5[CH:30]=[CH:29][CH:28]=[CH:27][C:26]=5[CH3:31])[CH2:24][CH2:23][NH:22][CH2:21][CH2:20]4)[CH:11]([CH2:12][CH2:13]3)[CH2:10]2)[C:7]2[CH:32]=[CH:33][CH:34]=[CH:35][C:6]=2[N:5]=1.[Cl:36][C:37]1[CH:45]=[CH:44][C:40]([C:41]([OH:43])=[O:42])=[CH:39][C:38]=1[S:46](=[O:49])(=[O:48])[NH2:47].C(N(CC)CC)C.F[P-](F)(F)(F)(F)F.N1(OC(N(C)C)=[N+](C)C)C2N=CC=CC=2N=N1.